The task is: Binary Classification. Given a drug SMILES string, predict its activity (active/inactive) in a high-throughput screening assay against a specified biological target.. This data is from Tyrosyl-DNA phosphodiesterase HTS with 341,365 compounds. (1) The drug is S(c1nc(nc2Oc3c(Cc12)cccc3)c1ccc(OC)cc1)CC(=O)Nc1ccc(cc1)C(O)=O. The result is 1 (active). (2) The drug is Fc1cc(NC(=O)Nc2ccncc2)ccc1. The result is 0 (inactive). (3) The drug is S(=O)(=O)(NCc1ccc(C(=O)N2CCC(CC2)C)cc1)c1ccc(C(C)(C)C)cc1. The result is 0 (inactive). (4) The result is 0 (inactive). The drug is O=C(NCCc1ccccc1)c1nnn(CC(=O)Nc2ccc(cc2)C)c1N. (5) The compound is Brc1cc(C2Oc3c(C(=O)C2OC(=O)NC(Cc2ccccc2)C(OC)=O)cc(OC)cc3)ccc1OC. The result is 0 (inactive). (6) The molecule is S(CCC(=O)NCc1sccc1)CCC(=O)NCc1sccc1. The result is 0 (inactive). (7) The compound is s1c2nc(nc(N3CCC(CC3)C)c2c(c1)c1ccccc1)CN1CCCCC1. The result is 0 (inactive). (8) The molecule is O(c1cc(CCNC(=O)c2cc(ccc2)C#N)ccc1OCC)CC. The result is 0 (inactive). (9) The molecule is S(=O)(=O)(N(c1c2c(c3oc(sc3c1)=O)cccc2)C(=O)c1occc1)c1ccc(OCC)cc1. The result is 0 (inactive).